Dataset: Reaction yield outcomes from USPTO patents with 853,638 reactions. Task: Predict the reaction yield, written as a fraction of the theoretical maximum amount of product (1.0 means a 100% yield; for example, 0.34 means a 34% yield). (1) The reactants are [OH:1]OS([O-])=O.[K+].[CH3:7][N:8]([CH2:10][CH2:11][CH2:12][S:13][C:14]1[CH:19]=[CH:18][C:17]([Br:20])=[CH:16][CH:15]=1)[CH3:9].[OH2:21]. The catalyst is CO. The product is [CH3:7][N:8]([CH2:10][CH2:11][CH2:12][S:13]([C:14]1[CH:15]=[CH:16][C:17]([Br:20])=[CH:18][CH:19]=1)(=[O:1])=[O:21])[CH3:9]. The yield is 0.800. (2) The reactants are [CH3:1][C:2]([C:4]1[CH:12]=[CH:11][C:9]([OH:10])=[C:6]([O:7][CH3:8])[CH:5]=1)=[O:3].[C:13](Cl)(=[O:15])[CH3:14].C(N(CC)CC)C. The catalyst is C(OCC)(=O)C. The product is [CH3:1][C:2]([C:4]1[CH:12]=[CH:11][C:9]([O:10][C:13]([CH3:14])=[O:15])=[C:6]([O:7][CH3:8])[CH:5]=1)=[O:3]. The yield is 0.720. (3) The yield is 0.420. The product is [CH:3]12[CH2:12][CH:7]3[CH2:8][CH:9]([CH2:11][CH:5]([CH2:6]3)[CH:4]1[NH:13][C:14]([C:16]1[CH:17]=[N:18][N:19]([C:22]3[CH:27]=[CH:26][C:34]([C:35]([OH:30])=[O:1])=[CH:24][CH:23]=3)[C:20]=1[CH3:21])=[O:15])[CH2:10]2. No catalyst specified. The reactants are [OH-:1].[Na+].[CH:3]12[CH2:12][CH:7]3[CH2:8][CH:9]([CH2:11][CH:5]([CH2:6]3)[CH:4]1[NH:13][C:14]([C:16]1[CH:17]=[N:18][N:19]([C:22]3[CH:27]=[CH:26]C(C#N)=[CH:24][CH:23]=3)[C:20]=1[CH3:21])=[O:15])[CH2:10]2.[O:30]1[CH2:35][CH2:34]OCC1.